Dataset: Forward reaction prediction with 1.9M reactions from USPTO patents (1976-2016). Task: Predict the product of the given reaction. Given the reactants [NH2:1][C:2]1[C:7]([C:8]2[N:30]([C:31]3[CH:36]=[CH:35][C:34]([C:37]4([NH:41]C(=O)OC(C)(C)C)[CH2:40][CH2:39][CH2:38]4)=[CH:33][CH:32]=3)[C:11]3=[N:12][C:13]([C:16]4[CH:21]=[CH:20][CH:19]=[C:18]([N:22]5[CH2:27][C@H:26]([CH3:28])[O:25][C@H:24]([CH3:29])[CH2:23]5)[CH:17]=4)=[CH:14][CH:15]=[C:10]3[N:9]=2)=[CH:6][CH:5]=[CH:4][N:3]=1.[ClH:49].O1CCOCC1, predict the reaction product. The product is: [ClH:49].[ClH:49].[ClH:49].[NH2:41][C:37]1([C:34]2[CH:35]=[CH:36][C:31]([N:30]3[C:11]4=[N:12][C:13]([C:16]5[CH:21]=[CH:20][CH:19]=[C:18]([N:22]6[CH2:23][C@H:24]([CH3:29])[O:25][C@H:26]([CH3:28])[CH2:27]6)[CH:17]=5)=[CH:14][CH:15]=[C:10]4[N:9]=[C:8]3[C:7]3[C:2]([NH2:1])=[N:3][CH:4]=[CH:5][CH:6]=3)=[CH:32][CH:33]=2)[CH2:40][CH2:39][CH2:38]1.